Dataset: CYP2D6 inhibition data for predicting drug metabolism from PubChem BioAssay. Task: Regression/Classification. Given a drug SMILES string, predict its absorption, distribution, metabolism, or excretion properties. Task type varies by dataset: regression for continuous measurements (e.g., permeability, clearance, half-life) or binary classification for categorical outcomes (e.g., BBB penetration, CYP inhibition). Dataset: cyp2d6_veith. (1) The molecule is Cc1ccc(OCCCN2C(=O)C(=O)c3cccc(C)c32)cc1. The result is 1 (inhibitor). (2) The molecule is CC(C)Cn1c(=O)n(C)c(=O)c2[nH]cnc21. The result is 0 (non-inhibitor). (3) The drug is CC(C)(C)NC[C@@H](O)c1ccc(O)c(CO)n1. The result is 0 (non-inhibitor). (4) The drug is NC(=O)Nn1c(CCC(=O)O)ccc1-c1ccc(F)cc1. The result is 0 (non-inhibitor). (5) The compound is CCCn1nnnc1-c1cc(Cl)cc(Cl)c1. The result is 0 (non-inhibitor). (6) The compound is CN1CCN(CC(O)c2ccccc2)CC1. The result is 0 (non-inhibitor). (7) The drug is O=C(NCP(=O)(O)O)c1cccnc1. The result is 0 (non-inhibitor). (8) The molecule is CCOc1ccccc1NC(=O)Nc1c(C)n(-c2ccccc2)c(=O)n1C. The result is 0 (non-inhibitor).